Dataset: Forward reaction prediction with 1.9M reactions from USPTO patents (1976-2016). Task: Predict the product of the given reaction. (1) Given the reactants Br[C:2]1[C:11]2[C:6](=[CH:7][CH:8]=[CH:9][CH:10]=2)[C:5](=[O:12])[N:4]([CH3:13])[CH:3]=1.[B:14]1([B:14]2[O:18][C:17]([CH3:20])([CH3:19])[C:16]([CH3:22])([CH3:21])[O:15]2)[O:18][C:17]([CH3:20])([CH3:19])[C:16]([CH3:22])([CH3:21])[O:15]1.CC([O-])=O.[K+].CC(C1C=C(C(C)C)C(C2C=CC=CC=2P(C2CCCCC2)C2CCCCC2)=C(C(C)C)C=1)C, predict the reaction product. The product is: [CH3:13][N:4]1[CH:3]=[C:2]([B:14]2[O:18][C:17]([CH3:20])([CH3:19])[C:16]([CH3:22])([CH3:21])[O:15]2)[C:11]2[C:6](=[CH:7][CH:8]=[CH:9][CH:10]=2)[C:5]1=[O:12]. (2) Given the reactants [OH:1][C:2]1[NH:3][C:4]2[C:9]([C:10]=1[C:11]1[CH:16]=[CH:15][C:14]([CH2:17][N:18]3[CH2:23][CH2:22][O:21][CH2:20][CH2:19]3)=[CH:13][N:12]=1)=[CH:8][C:7]([C:24]([O:26]C)=O)=[CH:6][CH:5]=2.[ClH:28].[NH2:29][CH2:30][CH2:31][S:32]([NH2:35])(=[O:34])=[O:33].C[Al](C)C, predict the reaction product. The product is: [ClH:28].[NH2:35][S:32]([CH2:31][CH2:30][NH:29][C:24]([C:7]1[CH:8]=[C:9]2[C:4](=[CH:5][CH:6]=1)[NH:3][C:2]([OH:1])=[C:10]2[C:11]1[CH:16]=[CH:15][C:14]([CH2:17][N:18]2[CH2:19][CH2:20][O:21][CH2:22][CH2:23]2)=[CH:13][N:12]=1)=[O:26])(=[O:34])=[O:33]. (3) Given the reactants [Cl:1][C:2]1[CH:23]=[CH:22][C:5]([CH:6]([N:13]2[CH2:18][CH2:17][N:16]([CH2:19][CH2:20][NH2:21])[CH2:15][CH2:14]2)[C:7]2[CH:12]=[CH:11][CH:10]=[CH:9][CH:8]=2)=[CH:4][CH:3]=1.[C:24]1([N:30]2[C:34]([C:35]3[O:36][CH:37]=[CH:38][CH:39]=3)=[CH:33][C:32]([CH:40]=O)=[N:31]2)[CH:29]=[CH:28][CH:27]=[CH:26][CH:25]=1, predict the reaction product. The product is: [Cl:1][C:2]1[CH:3]=[CH:4][C:5]([CH:6]([N:13]2[CH2:14][CH2:15][N:16]([CH2:19][CH2:20][NH:21][CH2:40][C:32]3[CH:33]=[C:34]([C:35]4[O:36][CH:37]=[CH:38][CH:39]=4)[N:30]([C:24]4[CH:29]=[CH:28][CH:27]=[CH:26][CH:25]=4)[N:31]=3)[CH2:17][CH2:18]2)[C:7]2[CH:8]=[CH:9][CH:10]=[CH:11][CH:12]=2)=[CH:22][CH:23]=1. (4) Given the reactants S(Cl)(Cl)(=O)=O.[F:6][C:7]1[C:15]2C=C[S:12][C:11]=2[C:10]([C:16]#[N:17])=[CH:9][CH:8]=1.[Cl:18][CH2:19][CH2:20][Cl:21], predict the reaction product. The product is: [Cl:18][CH:19]1[S:12][C:11]2[C:10]([C:16]#[N:17])=[CH:9][CH:8]=[C:7]([F:6])[C:15]=2[CH:20]1[Cl:21]. (5) Given the reactants [Br:1][C:2]1[CH:3]=[C:4]([CH:6]=[C:7]([F:9])[CH:8]=1)[NH2:5].Cl[CH2:11][CH2:12][N:13]1[CH2:17][CH2:16][CH2:15][CH2:14]1, predict the reaction product. The product is: [Br:1][C:2]1[CH:3]=[C:4]([CH:6]=[C:7]([F:9])[CH:8]=1)[NH:5][CH2:11][CH2:12][N:13]1[CH2:17][CH2:16][CH2:15][CH2:14]1. (6) Given the reactants O[C:2]1([C:12]2[CH:13]=[CH:14][C:15]3[O:20][CH2:19][C:18](=[O:21])[NH:17][C:16]=3[CH:22]=2)[CH2:11][CH2:10][C:5]2(OCC[O:6]2)[CH2:4][CH2:3]1, predict the reaction product. The product is: [O:6]=[C:5]1[CH2:10][CH2:11][C:2]([C:12]2[CH:13]=[CH:14][C:15]3[O:20][CH2:19][C:18](=[O:21])[NH:17][C:16]=3[CH:22]=2)=[CH:3][CH2:4]1. (7) Given the reactants [BH4-].[Na+].[Cl:3][C:4]1[CH:5]=[C:6]2[N:24]([CH2:25][O:26][CH2:27][CH2:28][Si:29]([CH3:32])([CH3:31])[CH3:30])[C:23]([O:33][C@H:34]3[C@H:38]4[O:39][CH2:40][C@@H:41]([O:42][CH2:43][CH:44]=[O:45])[C@H:37]4[O:36][CH2:35]3)=[N:22][C:7]2=[N:8][C:9]=1[C:10]1[CH:15]=[CH:14][C:13]([C:16]2[CH:21]=[CH:20][CH:19]=[CH:18][CH:17]=2)=[CH:12][CH:11]=1, predict the reaction product. The product is: [Cl:3][C:4]1[CH:5]=[C:6]2[N:24]([CH2:25][O:26][CH2:27][CH2:28][Si:29]([CH3:32])([CH3:31])[CH3:30])[C:23]([O:33][C@H:34]3[C@H:38]4[O:39][CH2:40][C@@H:41]([O:42][CH2:43][CH2:44][OH:45])[C@H:37]4[O:36][CH2:35]3)=[N:22][C:7]2=[N:8][C:9]=1[C:10]1[CH:15]=[CH:14][C:13]([C:16]2[CH:21]=[CH:20][CH:19]=[CH:18][CH:17]=2)=[CH:12][CH:11]=1.